This data is from Full USPTO retrosynthesis dataset with 1.9M reactions from patents (1976-2016). The task is: Predict the reactants needed to synthesize the given product. (1) Given the product [F:21][C:2]1([F:1])[CH:7]([O:8][C:9]2[C:14]([C:15]3[CH:20]=[CH:19][N:18]=[CH:17][CH:16]=3)=[N:13][CH:12]=[CH:11][N:10]=2)[CH2:6][CH2:5][N:4]([CH2:29][C:30]([N:32]([CH3:34])[CH3:33])=[O:31])[CH2:3]1, predict the reactants needed to synthesize it. The reactants are: [F:1][C:2]1([F:21])[CH:7]([O:8][C:9]2[C:14]([C:15]3[CH:20]=[CH:19][N:18]=[CH:17][CH:16]=3)=[N:13][CH:12]=[CH:11][N:10]=2)[CH2:6][CH2:5][NH:4][CH2:3]1.C(=O)([O-])[O-].[K+].[K+].Cl[CH2:29][C:30]([N:32]([CH3:34])[CH3:33])=[O:31].C(=O)([O-])O.[Na+]. (2) Given the product [CH3:1][O:2][C:3]1[CH:4]=[CH:5][C:6]([C:13]2[CH:18]=[CH:17][CH:16]=[CH:15][N:14]=2)=[CH:7][N:8]=1, predict the reactants needed to synthesize it. The reactants are: [CH3:1][O:2][C:3]1[N:8]=[CH:7][C:6](B(O)O)=[CH:5][CH:4]=1.Br[C:13]1[CH:18]=[CH:17][CH:16]=[CH:15][N:14]=1.C(=O)([O-])[O-].[K+].[K+].COCCOC. (3) The reactants are: [C:1]([OH:10])(=O)[C:2]1[C:3](=[CH:5][CH:6]=[CH:7][CH:8]=1)O.[CH3:11][CH2:12][N:13]([CH2:11][C:12]([NH:13][C:14]1C(C)=CC=CC=1C)=O)[CH2:14]C.[C:28]([O-:37])(=[O:36])[C:29]1[C:30](=[CH:32][CH:33]=[CH:34][CH:35]=1)[OH:31]. Given the product [CH3:11][C@H:12]([NH:13][CH3:14])[C@H:1]([OH:10])[C:2]1[CH:8]=[CH:7][CH:6]=[CH:5][CH:3]=1.[C:28]([O-:37])(=[O:36])[C:29]1[C:30](=[CH:32][CH:33]=[CH:34][CH:35]=1)[OH:31], predict the reactants needed to synthesize it. (4) Given the product [CH2:8]([N:20]1[C:21]([CH3:22])=[C:7]2[C:6](=[O:23])[N:5]([CH2:4][CH:3]([O:24][CH3:25])[CH2:2][NH:1][C:34](=[O:35])[O:36][C:37]([CH3:38])([CH3:39])[CH3:40])[C:14]3[CH:13]=[C:12]4[CH2:15][CH2:16][CH2:17][CH2:18][C:11]4=[CH:10][C:9]=3[C:8]2=[N:19]1)[C:9]1[CH:10]=[CH:11][CH:12]=[CH:13][CH:14]=1, predict the reactants needed to synthesize it. The reactants are: [NH2:1][CH2:2][CH:3]([O:24][CH3:25])[CH2:4][N:5]1[C:14]2[CH:13]=[C:12]3[CH2:15][CH2:16][CH2:17][CH2:18][C:11]3=[CH:10][C:9]=2[C:8]2=[N:19][NH:20][C:21]([CH3:22])=[C:7]2[C:6]1=[O:23].[CH3:38][C:37]([O:36][C:34](O[C:34]([O:36][C:37]([CH3:40])([CH3:39])[CH3:38])=[O:35])=[O:35])([CH3:40])[CH3:39]. (5) Given the product [CH3:3][C:4]1[N:5]=[N:6][N:7]([CH2:9][C:10]2[CH:15]=[C:14]([C:16]([F:19])([F:18])[F:17])[CH:13]=[CH:12][C:11]=2/[CH:20]=[CH:21]/[C:22]([N:24]2[CH2:29][CH2:28][CH:27]([C:30]([OH:32])=[O:31])[CH2:26][CH2:25]2)=[O:23])[N:8]=1, predict the reactants needed to synthesize it. The reactants are: [OH-].[Li+].[CH3:3][C:4]1[N:5]=[N:6][N:7]([CH2:9][C:10]2[CH:15]=[C:14]([C:16]([F:19])([F:18])[F:17])[CH:13]=[CH:12][C:11]=2/[CH:20]=[CH:21]/[C:22]([N:24]2[CH2:29][CH2:28][CH:27]([C:30]([O:32]C)=[O:31])[CH2:26][CH2:25]2)=[O:23])[N:8]=1. (6) Given the product [N:1]1([CH:8]2[CH2:9][CH2:10][C:6](=[O:11])[CH2:7]2)[CH:5]=[CH:4][CH:3]=[N:2]1, predict the reactants needed to synthesize it. The reactants are: [NH:1]1[CH:5]=[CH:4][CH:3]=[N:2]1.[C:6]1(=[O:11])[CH2:10][CH2:9][CH:8]=[CH:7]1.O. (7) Given the product [Cl:1][C:2]1[CH:3]=[CH:4][C:5]2[NH:10][C:9](=[O:11])[O:8][C@@:7]([CH2:16][CH2:17][CH2:18][NH:19][C:20](=[O:28])[C:21]3[CH:22]=[CH:23][C:24]([F:27])=[CH:25][CH:26]=3)([C:12]([F:15])([F:14])[F:13])[C:6]=2[CH:29]=1, predict the reactants needed to synthesize it. The reactants are: [Cl:1][C:2]1[CH:3]=[CH:4][C:5]2[NH:10][C:9](=[O:11])[O:8][C:7]([CH2:16][CH2:17][CH2:18][NH:19][C:20](=[O:28])[C:21]3[CH:26]=[CH:25][C:24]([F:27])=[CH:23][CH:22]=3)([C:12]([F:15])([F:14])[F:13])[C:6]=2[CH:29]=1.CCCCCC. (8) Given the product [OH:25][C:22]1[CH:23]=[CH:24][C:19]([S:16](=[O:17])(=[O:18])[NH:15][C:12]2[CH:13]=[CH:14][C:9]3[CH2:8][O:7][B:6]([OH:5])[C:10]=3[CH:11]=2)=[C:20]([CH2:27][C:28]([OH:30])=[O:29])[CH:21]=1, predict the reactants needed to synthesize it. The reactants are: B(Br)(Br)Br.[OH:5][B:6]1[C:10]2[CH:11]=[C:12]([NH:15][S:16]([C:19]3[CH:24]=[CH:23][C:22]([O:25]C)=[CH:21][C:20]=3[CH2:27][C:28]([OH:30])=[O:29])(=[O:18])=[O:17])[CH:13]=[CH:14][C:9]=2[CH2:8][O:7]1. (9) Given the product [Cl:25][C:10]1[N:9]=[C:8]2[C:13]([N:14]=[CH:15][N:7]2[C@@H:5]2[CH2:6][C@H:2]([NH:1][C:35](=[O:37])[CH3:36])[C@@H:3]([OH:27])[C@H:4]2[OH:26])=[C:12]([NH:16][CH2:17][C:18]2[CH:23]=[CH:22][CH:21]=[C:20]([I:24])[CH:19]=2)[N:11]=1, predict the reactants needed to synthesize it. The reactants are: [NH2:1][C@H:2]1[CH2:6][C@@H:5]([N:7]2[CH:15]=[N:14][C:13]3[C:8]2=[N:9][C:10]([Cl:25])=[N:11][C:12]=3[NH:16][CH2:17][C:18]2[CH:23]=[CH:22][CH:21]=[C:20]([I:24])[CH:19]=2)[C@H:4]([OH:26])[C@@H:3]1[OH:27].C(N(CC)CC)C.[C:35](Cl)(=[O:37])[CH3:36].CO. (10) Given the product [C:1]([O:5][C:6]([N:8]1[CH2:9][CH2:10][CH:11]([C@H:14]([CH3:29])[CH2:15][CH2:16][O:17][C:18]2[CH:23]=[CH:22][C:21]([C:24]([OH:26])=[O:25])=[C:20]([CH3:28])[CH:19]=2)[CH2:12][CH2:13]1)=[O:7])([CH3:3])([CH3:4])[CH3:2], predict the reactants needed to synthesize it. The reactants are: [C:1]([O:5][C:6]([N:8]1[CH2:13][CH2:12][CH:11]([C@H:14]([CH3:29])[CH2:15][CH2:16][O:17][C:18]2[CH:23]=[CH:22][C:21]([C:24]([O:26]C)=[O:25])=[C:20]([CH3:28])[CH:19]=2)[CH2:10][CH2:9]1)=[O:7])([CH3:4])([CH3:3])[CH3:2].O[Li].O.